Dataset: Full USPTO retrosynthesis dataset with 1.9M reactions from patents (1976-2016). Task: Predict the reactants needed to synthesize the given product. (1) Given the product [CH3:12][CH:11]([O:10][C:5]1[CH:4]=[CH:3][C:2]([B:17]2[O:18][C:19]([CH3:21])([CH3:20])[C:15]([CH3:31])([CH3:14])[O:16]2)=[CH:9][C:6]=1[C:7]#[N:8])[CH3:13], predict the reactants needed to synthesize it. The reactants are: Br[C:2]1[CH:3]=[CH:4][C:5]([O:10][CH:11]([CH3:13])[CH3:12])=[C:6]([CH:9]=1)[C:7]#[N:8].[CH3:14][C:15]1([CH3:31])[C:19]([CH3:21])([CH3:20])[O:18][B:17]([B:17]2[O:18][C:19]([CH3:21])([CH3:20])[C:15]([CH3:31])([CH3:14])[O:16]2)[O:16]1.C([O-])(=O)C.[K+]. (2) Given the product [OH:12][C:8]1[C:9]([CH3:11])=[CH:10][C:5]([C:3](=[O:4])[CH2:2][O:15][CH3:14])=[C:6]([CH3:13])[CH:7]=1, predict the reactants needed to synthesize it. The reactants are: Cl[CH2:2][C:3]([C:5]1[CH:10]=[C:9]([CH3:11])[C:8]([OH:12])=[CH:7][C:6]=1[CH3:13])=[O:4].[CH3:14][O-:15].[Na+]. (3) Given the product [CH3:1][N:2]([CH2:18][CH2:19][NH:20][S:21]([C:24]1[CH:29]=[C:28]([S:30]([C:33]2[CH:34]=[CH:35][CH:36]=[CH:37][CH:38]=2)(=[O:32])=[O:31])[CH:27]=[CH:26][C:25]=1[C:39]([F:42])([F:40])[F:41])(=[O:22])=[O:23])[C:3]([N:5]1[CH2:10][CH2:9][NH:8][CH2:7][CH2:6]1)=[O:4], predict the reactants needed to synthesize it. The reactants are: [CH3:1][N:2]([CH2:18][CH2:19][NH:20][S:21]([C:24]1[CH:29]=[C:28]([S:30]([C:33]2[CH:38]=[CH:37][CH:36]=[CH:35][CH:34]=2)(=[O:32])=[O:31])[CH:27]=[CH:26][C:25]=1[C:39]([F:42])([F:41])[F:40])(=[O:23])=[O:22])[C:3]([N:5]1[CH2:10][CH2:9][N:8](C(OC(C)(C)C)=O)[CH2:7][CH2:6]1)=[O:4].CCOC(C)=O.Cl.